Dataset: Full USPTO retrosynthesis dataset with 1.9M reactions from patents (1976-2016). Task: Predict the reactants needed to synthesize the given product. (1) Given the product [NH2:8][CH:12]([C:13]1[CH:14]=[CH:15][C:16]([NH:19][C:20]([NH:22][C:23]2[CH:24]=[CH:25][C:26]([Cl:29])=[CH:27][CH:28]=2)=[O:21])=[CH:17][CH:18]=1)[CH2:11][OH:10], predict the reactants needed to synthesize it. The reactants are: C(OC([N:8]1[CH:12]([C:13]2[CH:18]=[CH:17][C:16]([NH:19][C:20]([NH:22][C:23]3[CH:28]=[CH:27][C:26]([Cl:29])=[CH:25][CH:24]=3)=[O:21])=[CH:15][CH:14]=2)[CH2:11][O:10]C1(C)C)=O)(C)(C)C.O.FC(F)(F)C(O)=O. (2) Given the product [C:14]([O:13][C:12]([NH:11][C@@H:6]([CH2:7][CH:8]([CH3:10])[CH3:9])/[CH:5]=[CH:4]/[CH2:3][C:2]([OH:21])=[O:1])=[O:18])([CH3:16])([CH3:15])[CH3:17], predict the reactants needed to synthesize it. The reactants are: [OH:1][CH2:2][CH2:3]/[CH:4]=[CH:5]/[C@@H:6]([NH:11][C:12](=[O:18])[O:13][C:14]([CH3:17])([CH3:16])[CH3:15])[CH2:7][CH:8]([CH3:10])[CH3:9].CC(C)=[O:21].OS(O)(=O)=O.O=[Cr](=O)=O.